From a dataset of Catalyst prediction with 721,799 reactions and 888 catalyst types from USPTO. Predict which catalyst facilitates the given reaction. (1) Reactant: [O:1]1[CH:5]=[CH:4][C:3]([C:6]([NH:8][C:9]2[CH:14]=[CH:13][CH:12]=[C:11]([C:15]3[C:23]4[C:18](=[CH:19][CH:20]=[C:21]([C:24]5[N:28]=[CH:27][N:26](C(C6C=CC=CC=6)(C6C=CC=CC=6)C6C=CC=CC=6)[N:25]=5)[CH:22]=4)[N:17](C4CCCCO4)[N:16]=3)[CH:10]=2)=[O:7])=[CH:2]1.[NH:26]1[CH:27]=[N:28][C:24]([C:21]2[CH:22]=[C:23]3[C:18](=[CH:19][CH:20]=2)[NH:17][N:16]=[C:15]3[C:11]2[CH:10]=[C:9]([NH:8][C:6]([C:3]3[CH:4]=[CH:5][O:1][CH:2]=3)=[O:7])[CH:14]=[CH:13][CH:12]=2)=[N:25]1. Product: [NH:26]1[CH:27]=[N:28][C:24]([C:21]2[CH:22]=[C:23]3[C:18](=[CH:19][CH:20]=2)[NH:17][N:16]=[C:15]3[C:11]2[CH:10]=[C:9]([NH:8][C:6]([C:3]3[CH:4]=[CH:5][O:1][CH:2]=3)=[O:7])[CH:14]=[CH:13][CH:12]=2)=[N:25]1. The catalyst class is: 89. (2) Reactant: C(N(CC)CC)C.[CH3:8][O:9][C:10]1[CH:26]=[CH:25][C:13]([CH2:14][NH:15][CH2:16][C:17]2[CH:22]=[CH:21][C:20]([O:23][CH3:24])=[CH:19][CH:18]=2)=[CH:12][CH:11]=1.[CH3:27][CH:28]([CH3:52])[CH2:29][NH:30][C:31]1[C:40]2[C:35](=[CH:36][CH:37]=[CH:38][CH:39]=2)[N:34]=[C:33](OS(C(F)(F)F)(=O)=O)[C:32]=1[N+:49]([O-:51])=[O:50].C(=O)(O)[O-].[Na+]. Product: [CH3:24][O:23][C:20]1[CH:21]=[CH:22][C:17]([CH2:16][N:15]([CH2:14][C:13]2[CH:12]=[CH:11][C:10]([O:9][CH3:8])=[CH:26][CH:25]=2)[C:33]2[C:32]([N+:49]([O-:51])=[O:50])=[C:31]([NH:30][CH2:29][CH:28]([CH3:52])[CH3:27])[C:40]3[C:35](=[CH:36][CH:37]=[CH:38][CH:39]=3)[N:34]=2)=[CH:18][CH:19]=1. The catalyst class is: 133. (3) Reactant: [NH2:1][C:2]1[N:7]=[C:6]([NH:8][CH2:9][CH2:10][OH:11])[C:5]([NH2:12])=[C:4]([Cl:13])[N:3]=1.[C:14]([O-])([O-])=[O:15].[K+].[K+].ClC(OC1C=CC([N+]([O-])=O)=CC=1)=O. Product: [NH2:1][C:2]1[N:7]=[C:6]2[C:5]([NH:12][C:14](=[O:15])[N:8]2[CH2:9][CH2:10][OH:11])=[C:4]([Cl:13])[N:3]=1. The catalyst class is: 10. (4) Reactant: Cl[C:2]1[CH:3]=[C:4]([O:9][CH3:10])[CH:5]=[C:6]([Cl:8])[CH:7]=1.[Mg].C(Br)C.CN([CH:18]=[O:19])C. Product: [CH3:10][O:9][C:4]1[CH:3]=[C:2]([CH:7]=[C:6]([Cl:8])[CH:5]=1)[CH:18]=[O:19]. The catalyst class is: 1. (5) Reactant: [CH3:1][O:2][C:3]1[C:4]2[N:5]([N:15]=[CH:16][C:17]=2[CH2:18][N:19]2[CH2:22][C:21]3([CH2:27][CH2:26][N:25](C(OC(C)(C)C)=O)[CH2:24][CH2:23]3)[CH2:20]2)[CH:6]=[C:7]([C:9]2[CH:10]=[N:11][N:12]([CH3:14])[CH:13]=2)[CH:8]=1.FC(F)(F)C(O)=O. Product: [CH2:20]1[C:21]2([CH2:27][CH2:26][NH:25][CH2:24][CH2:23]2)[CH2:22][N:19]1[CH2:18][C:17]1[CH:16]=[N:15][N:5]2[CH:6]=[C:7]([C:9]3[CH:10]=[N:11][N:12]([CH3:14])[CH:13]=3)[CH:8]=[C:3]([O:2][CH3:1])[C:4]=12. The catalyst class is: 4.